Dataset: Full USPTO retrosynthesis dataset with 1.9M reactions from patents (1976-2016). Task: Predict the reactants needed to synthesize the given product. (1) Given the product [CH3:6][CH:5]([O:4][C:2](=[O:3])[NH:32][C:28]1[C:29]([NH2:31])=[N:30][C:25]([N:18]2[C:19]3[C:24](=[CH:23][CH:22]=[CH:21][CH:20]=3)[C:16]([S:15][C:10]3[CH:11]=[CH:12][CH:13]=[CH:14][C:9]=3[F:8])=[N:17]2)=[N:26][C:27]=1[NH2:33])[CH3:7], predict the reactants needed to synthesize it. The reactants are: Cl[C:2]([O:4][CH:5]([CH3:7])[CH3:6])=[O:3].[F:8][C:9]1[CH:14]=[CH:13][CH:12]=[CH:11][C:10]=1[S:15][C:16]1[C:24]2[C:19](=[CH:20][CH:21]=[CH:22][CH:23]=2)[N:18]([C:25]2[N:30]=[C:29]([NH2:31])[C:28]([NH2:32])=[C:27]([NH2:33])[N:26]=2)[N:17]=1. (2) The reactants are: [CH3:1][O:2][C:3]1[CH:8]=[CH:7][C:6]([SH:9])=[CH:5][CH:4]=1.[C:10]([O:13][CH2:14][CH2:15]Br)(=[O:12])[CH3:11].C([O-])([O-])=O.[K+].[K+]. Given the product [C:10]([O:13][CH2:14][CH2:15][S:9][C:6]1[CH:7]=[CH:8][C:3]([O:2][CH3:1])=[CH:4][CH:5]=1)(=[O:12])[CH3:11], predict the reactants needed to synthesize it. (3) Given the product [Cl:32][C:33]1[CH:34]=[C:35]([CH:45]=[C:46]([Cl:48])[CH:47]=1)[O:36][C:37]1[CH:44]=[CH:43][C:40]([CH2:41][NH:42][C:4](=[O:6])[C:3]2[CH:7]=[CH:8][CH:9]=[N:10][C:2]=2[NH2:1])=[CH:39][CH:38]=1, predict the reactants needed to synthesize it. The reactants are: [NH2:1][C:2]1[N:10]=[CH:9][CH:8]=[CH:7][C:3]=1[C:4]([OH:6])=O.ON1C2C=CC=CC=2N=N1.CCN=C=NCCCN(C)C.[Cl:32][C:33]1[CH:34]=[C:35]([CH:45]=[C:46]([Cl:48])[CH:47]=1)[O:36][C:37]1[CH:44]=[CH:43][C:40]([CH2:41][NH2:42])=[CH:39][CH:38]=1.C(=O)(O)[O-].[Na+]. (4) Given the product [CH3:1][O:2][C:3](=[O:20])[C:4]1[CH:9]=[C:8]([Cl:10])[CH:7]=[CH:6][C:5]=1[O:11][CH2:12][CH2:13][CH2:14][N:38]1[CH2:37][CH2:36][CH2:35][O:34][CH:33]([CH2:32][C:31]2[CH:40]=[CH:41][C:28]([F:27])=[CH:29][CH:30]=2)[CH2:39]1, predict the reactants needed to synthesize it. The reactants are: [CH3:1][O:2][C:3](=[O:20])[C:4]1[CH:9]=[C:8]([Cl:10])[CH:7]=[CH:6][C:5]=1[O:11][CH2:12][CH2:13][CH2:14]OS(C)(=O)=O.C([O-])([O-])=O.[Cs+].[Cs+].[F:27][C:28]1[CH:41]=[CH:40][C:31]([CH2:32][CH:33]2[CH2:39][NH:38][CH2:37][CH2:36][CH2:35][O:34]2)=[CH:30][CH:29]=1. (5) Given the product [C:35]([C@H:32]1[CH2:31][CH2:30][C@H:29]([O:28][C:19]2[C:20]([C:24]([F:25])([F:26])[F:27])=[C:21]3[C:16](=[CH:17][CH:18]=2)[CH:15]=[C:14]([CH:10]([N+:11]([O-:13])=[O:12])[CH2:9][CH2:8][C:7]([OH:39])=[O:6])[CH:23]=[CH:22]3)[CH2:34][CH2:33]1)([CH3:38])([CH3:36])[CH3:37], predict the reactants needed to synthesize it. The reactants are: O.[OH-].[Li+].O.C[O:6][C:7](=[O:39])[CH2:8][CH2:9][CH:10]([C:14]1[CH:23]=[CH:22][C:21]2[C:16](=[CH:17][CH:18]=[C:19]([O:28][C@H:29]3[CH2:34][CH2:33][C@H:32]([C:35]([CH3:38])([CH3:37])[CH3:36])[CH2:31][CH2:30]3)[C:20]=2[C:24]([F:27])([F:26])[F:25])[CH:15]=1)[N+:11]([O-:13])=[O:12].CO.O1CCCC1.